Dataset: Reaction yield outcomes from USPTO patents with 853,638 reactions. Task: Predict the reaction yield, written as a fraction of the theoretical maximum amount of product (1.0 means a 100% yield; for example, 0.34 means a 34% yield). The reactants are [CH2:1]([O:3][C:4](=[O:20])[CH2:5][CH2:6][NH:7][C:8](=[O:19])[NH:9][C:10]1[S:11][CH:12]=[C:13]([CH3:18])[C:14]=1[C:15]([O-])=[O:16])[CH3:2].[O-]CC.[Na+]. The catalyst is CCO. The product is [CH3:18][C:13]1[C:14]2[C:15](=[O:16])[N:7]([CH2:6][CH2:5][C:4]([O:3][CH2:1][CH3:2])=[O:20])[C:8](=[O:19])[NH:9][C:10]=2[S:11][CH:12]=1. The yield is 0.820.